From a dataset of Forward reaction prediction with 1.9M reactions from USPTO patents (1976-2016). Predict the product of the given reaction. (1) Given the reactants [OH:1][C:2]1([CH:7]([C:11]2[CH:16]=[CH:15][CH:14]=[CH:13][CH:12]=2)C(O)=O)[CH2:6][CH2:5][CH2:4][CH2:3]1.C1(P([N:31]=[N+]=[N-])(C2C=CC=CC=2)=O)C=CC=CC=1.CCO[C:37](C)=[O:38], predict the reaction product. The product is: [C:11]1([CH:7]2[C:2]3([CH2:3][CH2:4][CH2:5][CH2:6]3)[O:1][C:37](=[O:38])[NH:31]2)[CH:12]=[CH:13][CH:14]=[CH:15][CH:16]=1. (2) Given the reactants [Cl:1][C:2]1[CH:3]=[C:4]2[C:14](=[CH:15][CH:16]=1)[C:8]1([CH2:13][CH2:12][O:11][CH2:10][CH2:9]1)[C:7](=[O:17])[C:6]([C:18]([NH:20][C:21]([CH3:30])([C:23]([O:25]C(C)(C)C)=[O:24])[CH3:22])=[O:19])=[C:5]2[OH:31], predict the reaction product. The product is: [Cl:1][C:2]1[CH:3]=[C:4]2[C:14](=[CH:15][CH:16]=1)[C:8]1([CH2:9][CH2:10][O:11][CH2:12][CH2:13]1)[C:7](=[O:17])[C:6]([C:18]([NH:20][C:21]([CH3:22])([C:23]([OH:25])=[O:24])[CH3:30])=[O:19])=[C:5]2[OH:31].